Dataset: Forward reaction prediction with 1.9M reactions from USPTO patents (1976-2016). Task: Predict the product of the given reaction. (1) The product is: [Cl:19][C:13]1[CH:14]=[CH:15][C:16]([Cl:18])=[CH:17][C:12]=1[CH:10]([O:9][C:4]1[C:5]([NH2:8])=[N:6][CH:7]=[C:2]([C:21]2[CH:26]=[CH:25][C:24]([P:31]([CH3:32])([CH3:30])=[O:33])=[CH:23][CH:22]=2)[CH:3]=1)[CH3:11]. Given the reactants Br[C:2]1[CH:3]=[C:4]([O:9][CH:10]([C:12]2[CH:17]=[C:16]([Cl:18])[CH:15]=[CH:14][C:13]=2[Cl:19])[CH3:11])[C:5]([NH2:8])=[N:6][CH:7]=1.Br[C:21]1[CH:26]=[CH:25][C:24](B(O)O)=[CH:23][CH:22]=1.[CH3:30][PH:31](=[O:33])[CH3:32], predict the reaction product. (2) Given the reactants [F:1][C:2]([F:29])([F:28])[O:3][C:4]1[CH:5]=[C:6]([CH:25]=[CH:26][CH:27]=1)[O:7][C:8]1[C:9]([CH2:23]O)=[N:10][N:11]([C:13]2[CH:18]=[CH:17][C:16]([C:19]([F:22])([F:21])[F:20])=[CH:15][CH:14]=2)[N:12]=1.[OH-].[Na+].[BrH:32], predict the reaction product. The product is: [Br:32][CH2:23][C:9]1[C:8]([O:7][C:6]2[CH:25]=[CH:26][CH:27]=[C:4]([O:3][C:2]([F:29])([F:28])[F:1])[CH:5]=2)=[N:12][N:11]([C:13]2[CH:18]=[CH:17][C:16]([C:19]([F:22])([F:21])[F:20])=[CH:15][CH:14]=2)[N:10]=1. (3) Given the reactants [CH3:1][C:2]1[CH:26]=[CH:25][C:5]([C:6]([NH:8][C:9]2[CH:14]=[C:13]([C:15]([F:18])([F:17])[F:16])[CH:12]=[C:11]([N:19]3[CH:23]=[C:22]([CH3:24])[N:21]=[CH:20]3)[CH:10]=2)=[O:7])=[CH:4][C:3]=1[NH:27][C:28]1[N:33]=[C:32]([C:34]2[CH:35]=[N:36][CH:37]=[CH:38][CH:39]=2)[CH:31]=[CH:30][N:29]=1.[ClH:40], predict the reaction product. The product is: [OH2:7].[ClH:40].[CH3:1][C:2]1[CH:26]=[CH:25][C:5]([C:6]([NH:8][C:9]2[CH:14]=[C:13]([C:15]([F:16])([F:17])[F:18])[CH:12]=[C:11]([N:19]3[CH:23]=[C:22]([CH3:24])[N:21]=[CH:20]3)[CH:10]=2)=[O:7])=[CH:4][C:3]=1[NH:27][C:28]1[N:33]=[C:32]([C:34]2[CH:35]=[N:36][CH:37]=[CH:38][CH:39]=2)[CH:31]=[CH:30][N:29]=1. (4) Given the reactants [F:1][CH:2]([F:26])[O:3][C:4]1[CH:9]=[CH:8][C:7]([N:10]2[C:14]3[CH:15]=[C:16]([C:19]4[O:20][C:21](SC)=[N:22][N:23]=4)[CH:17]=[CH:18][C:13]=3[N:12]=[CH:11]2)=[CH:6][CH:5]=1.ClCCl.Cl[C:31]1C=CC=C(C(OO)=O)C=1.[S:41]([O-:45])([O-])(=[O:43])=S.[Na+].[Na+], predict the reaction product. The product is: [F:26][CH:2]([F:1])[O:3][C:4]1[CH:9]=[CH:8][C:7]([N:10]2[C:14]3[CH:15]=[C:16]([C:19]4[O:20][C:21]([S:41]([CH3:31])(=[O:45])=[O:43])=[N:22][N:23]=4)[CH:17]=[CH:18][C:13]=3[N:12]=[CH:11]2)=[CH:6][CH:5]=1.